From a dataset of Full USPTO retrosynthesis dataset with 1.9M reactions from patents (1976-2016). Predict the reactants needed to synthesize the given product. (1) Given the product [O:35]1[C:31]2([CH2:30][CH2:29][N:28]([C:26]([N:12]3[CH2:13][CH:14]([C:16]4[CH:21]=[CH:20][C:19]([C:22]([F:24])([F:25])[F:23])=[CH:18][CH:17]=4)[CH2:15][CH:10]([NH:9][C:43]([CH:38]4[CH2:42][CH2:41][CH2:40][CH2:39]4)=[O:44])[CH2:11]3)=[O:27])[CH2:37][CH2:36]2)[O:32][CH2:33][CH2:34]1, predict the reactants needed to synthesize it. The reactants are: C(N(CC)CC)C.Cl.[NH2:9][CH:10]1[CH2:15][CH:14]([C:16]2[CH:21]=[CH:20][C:19]([C:22]([F:25])([F:24])[F:23])=[CH:18][CH:17]=2)[CH2:13][N:12]([C:26]([N:28]2[CH2:37][CH2:36][C:31]3([O:35][CH2:34][CH2:33][O:32]3)[CH2:30][CH2:29]2)=[O:27])[CH2:11]1.[CH:38]1([C:43](Cl)=[O:44])[CH2:42][CH2:41][CH2:40][CH2:39]1. (2) Given the product [F:33][C:31]1[CH:30]=[C:29]([F:34])[CH:28]=[C:27]2[C:32]=1[C:23]([NH:11][C:10]1[CH:12]=[C:13]([N:16]3[CH2:21][CH2:20][O:19][CH2:18][CH2:17]3)[CH:14]=[CH:15][C:9]=1[C:6]1[CH:7]=[N:8][C:3]([O:2][CH3:1])=[CH:4][CH:5]=1)=[C:24]([CH3:41])[C:25]([C:35]1[CH:40]=[CH:39][CH:38]=[CH:37][N:36]=1)=[N:26]2, predict the reactants needed to synthesize it. The reactants are: [CH3:1][O:2][C:3]1[N:8]=[CH:7][C:6]([C:9]2[CH:15]=[CH:14][C:13]([N:16]3[CH2:21][CH2:20][O:19][CH2:18][CH2:17]3)=[CH:12][C:10]=2[NH2:11])=[CH:5][CH:4]=1.Cl[C:23]1[C:32]2[C:27](=[CH:28][C:29]([F:34])=[CH:30][C:31]=2[F:33])[N:26]=[C:25]([C:35]2[CH:40]=[CH:39][CH:38]=[CH:37][N:36]=2)[C:24]=1[CH3:41].C1(P(C2CCCCC2)C2(C(C)C)CC(C(C)C)=CC(C(C)C)=C2C2C=CC=CC=2)CCCCC1.CC(C1C=C(C(C)C)C(C2C=CC=CC=2P(C2CCCCC2)C2CCCCC2)=C(C(C)C)C=1)C.CC(C)([O-])C.[Na+]. (3) Given the product [F:24][C:8]1[C:9]2[C:10]3[CH:14]=[N:13][NH:12][C:11]=3[C:2]([NH:29][C:28]3[CH:30]=[CH:31][C:32]([N:33]4[CH2:34][CH2:35][O:36][CH2:37][CH2:38]4)=[C:26]([F:25])[CH:27]=3)=[N:3][C:4]=2[CH:5]=[CH:6][CH:7]=1, predict the reactants needed to synthesize it. The reactants are: Cl[C:2]1[C:11]2=[N:12][N:13](CC3C=CC(OC)=CC=3)[CH:14]=[C:10]2[C:9]2[C:8]([F:24])=[CH:7][CH:6]=[CH:5][C:4]=2[N:3]=1.[F:25][C:26]1[CH:27]=[C:28]([CH:30]=[CH:31][C:32]=1[N:33]1[CH2:38][CH2:37][O:36][CH2:35][CH2:34]1)[NH2:29].Cl.